Dataset: Full USPTO retrosynthesis dataset with 1.9M reactions from patents (1976-2016). Task: Predict the reactants needed to synthesize the given product. (1) Given the product [CH2:23]([S:20]([N:17]1[CH2:18][CH2:19][CH:14]([C:5]2[C:4]3[C:8](=[C:9]([C:11]([NH2:13])=[O:12])[CH:10]=[C:2]([C:34]4[CH:33]=[CH:32][CH:31]=[C:30]([N:25]5[CH:29]=[CH:28][CH:27]=[N:26]5)[CH:35]=4)[CH:3]=3)[NH:7][CH:6]=2)[CH2:15][CH2:16]1)(=[O:22])=[O:21])[CH3:24], predict the reactants needed to synthesize it. The reactants are: Br[C:2]1[CH:3]=[C:4]2[C:8](=[C:9]([C:11]([NH2:13])=[O:12])[CH:10]=1)[NH:7][CH:6]=[C:5]2[CH:14]1[CH2:19][CH2:18][N:17]([S:20]([CH2:23][CH3:24])(=[O:22])=[O:21])[CH2:16][CH2:15]1.[N:25]1([C:30]2[CH:31]=[C:32](B(O)O)[CH:33]=[CH:34][CH:35]=2)[CH:29]=[CH:28][CH:27]=[N:26]1.O1CCOCC1.C(=O)([O-])[O-].[K+].[K+]. (2) Given the product [CH2:12]([C@H:19]1[CH2:20][N:21]([C:25]2[CH:30]=[CH:29][C:28]([O:31][CH3:32])=[C:27]([O:33][CH:34]3[CH2:37][CH2:36][CH2:35]3)[CH:26]=2)[CH2:22][CH2:23][N:24]1[C:9](=[O:11])[CH2:8][C:4]1[S:3][C:2]([CH3:1])=[N:6][C:5]=1[CH3:7])[C:13]1[CH:14]=[CH:15][CH:16]=[CH:17][CH:18]=1, predict the reactants needed to synthesize it. The reactants are: [CH3:1][C:2]1[S:3][C:4]([CH2:8][C:9]([OH:11])=O)=[C:5]([CH3:7])[N:6]=1.[CH2:12]([C@@H:19]1[NH:24][CH2:23][CH2:22][N:21]([C:25]2[CH:30]=[CH:29][C:28]([O:31][CH3:32])=[C:27]([O:33][CH:34]3[CH2:37][CH2:36][CH2:35]3)[CH:26]=2)[CH2:20]1)[C:13]1[CH:18]=[CH:17][CH:16]=[CH:15][CH:14]=1. (3) Given the product [CH3:1][N:2]1[CH:6]=[CH:5][C:4]([C:7]([OH:9])=[O:8])=[C:3]1[CH3:12], predict the reactants needed to synthesize it. The reactants are: [CH3:1][N:2]1[CH:6]=[CH:5][C:4]([C:7]([O:9]CC)=[O:8])=[C:3]1[CH3:12].[Li+].[OH-].Cl. (4) Given the product [S:1]1[C:2]2[CH2:6][CH:7]([C:9]([OH:11])=[O:10])[NH:8][CH2:12][C:3]=2[CH:4]=[CH:5]1, predict the reactants needed to synthesize it. The reactants are: [S:1]1[CH:5]=[CH:4][CH:3]=[C:2]1[CH2:6][C@@H:7]([C:9]([OH:11])=[O:10])[NH2:8].[CH2:12]=O. (5) Given the product [C:25]([O:24][C@@H:18]([C:9]1[C:8]([CH3:29])=[CH:7][C:5]2[N:6]=[C:2]([C:49]3[CH:50]=[CH:51][C:33]4[N:32]=[C:31]([CH3:30])[N:35]([C@H:36]5[CH2:40][CH2:39][N:38]([C:41]([O:43][C:44]([CH3:46])([CH3:45])[CH3:47])=[O:42])[CH2:37]5)[C:34]=4[CH:48]=3)[S:3][C:4]=2[C:10]=1[C:11]1[CH:16]=[CH:15][C:14]([Cl:17])=[CH:13][CH:12]=1)[C:19]([O:21][CH2:22][CH3:23])=[O:20])([CH3:28])([CH3:27])[CH3:26], predict the reactants needed to synthesize it. The reactants are: Br[C:2]1[S:3][C:4]2[C:10]([C:11]3[CH:16]=[CH:15][C:14]([Cl:17])=[CH:13][CH:12]=3)=[C:9]([C@H:18]([O:24][C:25]([CH3:28])([CH3:27])[CH3:26])[C:19]([O:21][CH2:22][CH3:23])=[O:20])[C:8]([CH3:29])=[CH:7][C:5]=2[N:6]=1.[CH3:30][C:31]1[N:35]([C@H:36]2[CH2:40][CH2:39][N:38]([C:41]([O:43][C:44]([CH3:47])([CH3:46])[CH3:45])=[O:42])[CH2:37]2)[C:34]2[CH:48]=[C:49](B3OC(C)(C)C(C)(C)O3)[CH:50]=[CH:51][C:33]=2[N:32]=1.C([O-])([O-])=O.[K+].[K+]. (6) Given the product [OH:1][C:2]1[C:3]([CH3:14])=[C:4]2[C:8](=[CH:9][CH:10]=1)[C:7](=[O:11])[C:6](/[CH:12]=[CH:15]/[CH3:16])=[CH:5]2, predict the reactants needed to synthesize it. The reactants are: [OH:1][C:2]1[C:3]([CH3:14])=[C:4]2[C:8](=[CH:9][CH:10]=1)[C:7](=[O:11])[C:6]([CH:12]=O)=[CH:5]2.[C:15]1(P(C2C=CC=CC=2)C2C=CC=CC=2)C=CC=C[CH:16]=1.C([Li])CCC. (7) Given the product [CH2:40]([O:13][C:12](=[O:14])[CH2:11][CH2:10][N:9]([CH2:8][CH2:7][CH2:6][CH2:5][N:4]([CH2:1][CH2:2][CH3:3])[CH2:37][CH2:38][CH3:39])[CH2:15][C:16]1[CH:21]=[CH:20][C:19]([CH2:22][N:23]([CH2:31][C:32]2[NH:33][CH:34]=[CH:35][N:36]=2)[CH2:24][C:25]2[N:26]([CH3:30])[CH:27]=[CH:28][N:29]=2)=[CH:18][CH:17]=1)[CH3:41], predict the reactants needed to synthesize it. The reactants are: [CH2:1]([N:4]([CH2:37][CH2:38][CH3:39])[CH2:5][CH2:6][CH2:7][CH2:8][N:9]([CH2:15][C:16]1[CH:21]=[CH:20][C:19]([CH2:22][N:23]([CH2:31][C:32]2[NH:33][CH:34]=[CH:35][N:36]=2)[CH2:24][C:25]2[N:26]([CH3:30])[CH:27]=[CH:28][N:29]=2)=[CH:18][CH:17]=1)[CH2:10][CH2:11][C:12]([OH:14])=[O:13])[CH2:2][CH3:3].[CH2:40](O)[CH3:41].